From a dataset of Peptide-MHC class I binding affinity with 185,985 pairs from IEDB/IMGT. Regression. Given a peptide amino acid sequence and an MHC pseudo amino acid sequence, predict their binding affinity value. This is MHC class I binding data. (1) The peptide sequence is RAWDPQPAM. The MHC is HLA-A02:03 with pseudo-sequence HLA-A02:03. The binding affinity (normalized) is 0.0847. (2) The peptide sequence is KIFEYGFTF. The MHC is HLA-B07:02 with pseudo-sequence HLA-B07:02. The binding affinity (normalized) is 0.0847. (3) The peptide sequence is VMCVCRDNWH. The MHC is HLA-A31:01 with pseudo-sequence HLA-A31:01. The binding affinity (normalized) is 0.158.